Binary Classification. Given a drug SMILES string, predict its activity (active/inactive) in a high-throughput screening assay against a specified biological target. From a dataset of M1 muscarinic receptor antagonist screen with 61,756 compounds. (1) The compound is O1C2=C(C3(c4c(NC3=O)cccc4)C(=C1N)C(OCC)=O)C(=O)CC(C2)(C)C. The result is 0 (inactive). (2) The compound is S(=O)(=O)(Nc1cc2sc(nc2cc1)N)c1ccc(cc1)C. The result is 0 (inactive). (3) The molecule is S(=O)(=O)(n1nc(nc1N)c1ccc(cc1)C)c1ccc(NC(=O)C)cc1. The result is 0 (inactive). (4) The drug is Brc1c(nn(c1)C)C(=O)NC1CCCCC1. The result is 0 (inactive). (5) The compound is S(=O)(=O)(N1CCC(CC1)C(=O)NCCN(CC)c1ccccc1)CC. The result is 0 (inactive). (6) The compound is O1C=2CC(CC(=O)C2C(c2c1ncn(c2=N)Cc1occc1)c1ccccc1)(C)C. The result is 0 (inactive).